This data is from hERG Central: cardiac toxicity at 1µM, 10µM, and general inhibition. The task is: Predict hERG channel inhibition at various concentrations. The molecule is O=S(=O)(c1ccc2c(c1)OCCO2)N1CCC(c2nc3ccc(Cl)cc3[nH]2)CC1. Results: hERG_inhib (hERG inhibition (general)): blocker.